From a dataset of Reaction yield outcomes from USPTO patents with 853,638 reactions. Predict the reaction yield, written as a fraction of the theoretical maximum amount of product (1.0 means a 100% yield; for example, 0.34 means a 34% yield). The reactants are [Br:1][C:2]1[CH:10]=[CH:9][C:5]([C:6]([OH:8])=[O:7])=[CH:4][C:3]=1[C:11]([F:14])([F:13])[F:12].S(Cl)(Cl)=O.[CH3:19]O. No catalyst specified. The product is [Br:1][C:2]1[CH:10]=[CH:9][C:5]([C:6]([O:8][CH3:19])=[O:7])=[CH:4][C:3]=1[C:11]([F:12])([F:13])[F:14]. The yield is 0.940.